This data is from Catalyst prediction with 721,799 reactions and 888 catalyst types from USPTO. The task is: Predict which catalyst facilitates the given reaction. (1) Reactant: [CH3:1][N:2]1[C:7]2[CH:8]=[C:9]([C:12]([F:15])([F:14])[F:13])[CH:10]=[CH:11][C:6]=2[O:5][CH:4]([C:16]([OH:18])=O)[CH2:3]1.CN(C(ON1N=NC2C=CC=CC1=2)=[N+](C)C)C.F[P-](F)(F)(F)(F)F.CCN(C(C)C)C(C)C.O1CCCCC1[N:58]1[C:66]2[C:61](=[CH:62][C:63]([CH:67]([NH2:69])[CH3:68])=[CH:64][CH:65]=2)[CH:60]=[N:59]1.C([O-])(O)=O.[Na+]. Product: [NH:58]1[C:66]2[C:61](=[CH:62][C:63]([CH:67]([NH:69][C:16]([CH:4]3[CH2:3][N:2]([CH3:1])[C:7]4[CH:8]=[C:9]([C:12]([F:13])([F:14])[F:15])[CH:10]=[CH:11][C:6]=4[O:5]3)=[O:18])[CH3:68])=[CH:64][CH:65]=2)[CH:60]=[N:59]1. The catalyst class is: 3. (2) Product: [C:19]([O:18][C:16](=[O:17])[NH:23][CH2:24][C:25]1[CH:26]=[CH:27][C:28]([NH:29][C:2]2[N:7]=[C:6]([NH:8][C:9]3[CH:14]=[CH:13][CH:12]=[CH:11][CH:10]=3)[C:5]([F:15])=[CH:4][N:3]=2)=[CH:30][CH:31]=1)([CH3:22])([CH3:20])[CH3:21]. Reactant: Cl[C:2]1[N:7]=[C:6]([NH:8][C:9]2[CH:14]=[CH:13][CH:12]=[CH:11][CH:10]=2)[C:5]([F:15])=[CH:4][N:3]=1.[C:16]([NH:23][CH2:24][C:25]1[CH:31]=[CH:30][C:28]([NH2:29])=[CH:27][CH:26]=1)([O:18][C:19]([CH3:22])([CH3:21])[CH3:20])=[O:17]. The catalyst class is: 98.